From a dataset of Full USPTO retrosynthesis dataset with 1.9M reactions from patents (1976-2016). Predict the reactants needed to synthesize the given product. (1) Given the product [C:1]([N:5]([CH3:32])[C:6]([C:8]1[N:9]=[C:10]([C:27]2[S:28][CH:29]=[CH:30][CH:31]=2)[N:11]2[C:20]3[C:15](=[CH:16][C:17]([OH:25])=[C:18]([CH2:21][CH:22]([CH3:23])[CH3:24])[CH:19]=3)[CH2:14][CH2:13][C:12]=12)=[O:7])([CH3:2])([CH3:3])[CH3:4], predict the reactants needed to synthesize it. The reactants are: [C:1]([N:5]([CH3:32])[C:6]([C:8]1[N:9]=[C:10]([C:27]2[S:28][CH:29]=[CH:30][CH:31]=2)[N:11]2[C:20]3[C:15](=[CH:16][C:17]([O:25]C)=[C:18]([CH2:21][CH:22]([CH3:24])[CH3:23])[CH:19]=3)[CH2:14][CH2:13][C:12]=12)=[O:7])([CH3:4])([CH3:3])[CH3:2].B(Br)(Br)Br.O. (2) Given the product [CH2:1]([N:5]1[CH2:6][CH2:7][C:8]([CH3:12])([CH3:11])[C:9]([C:27](=[O:28])[CH:26]([C:20]2[CH:25]=[CH:24][CH:23]=[CH:22][CH:21]=2)[C:30]2[CH:35]=[CH:34][CH:33]=[CH:32][CH:31]=2)=[CH:10]1)[CH:2]([CH3:4])[CH3:3], predict the reactants needed to synthesize it. The reactants are: [CH2:1]([N:5]1[CH:10]=[CH:9][C:8]([CH3:12])([CH3:11])[CH2:7][CH2:6]1)[CH:2]([CH3:4])[CH3:3].C(N(CC)CC)C.[C:20]1([CH:26]([C:30]2[CH:35]=[CH:34][CH:33]=[CH:32][CH:31]=2)[C:27](Cl)=[O:28])[CH:25]=[CH:24][CH:23]=[CH:22][CH:21]=1. (3) The reactants are: C[O:2][C@:3]1([CH2:12][OH:13])[O:7][C@H:6]([CH2:8][OH:9])[C@@H:5]([OH:10])[C@@H:4]1[OH:11]. Given the product [O:9]=[CH:8][C@H:6]([C@H:5]([C@@H:4]([C@@H:3]([CH2:12][OH:13])[OH:2])[OH:11])[OH:10])[OH:7], predict the reactants needed to synthesize it. (4) Given the product [Cl:1][C:2]1[C:7]([C:8]([F:9])([F:11])[F:10])=[CH:6][CH:5]=[CH:4][C:3]=1[C:12]1[O:13][C:14]2[C:19]([C:20](=[O:22])[CH:21]=1)=[CH:18][C:17]([OH:43])=[C:16]([OH:25])[C:15]=2[C@@H:27]1[CH2:31][CH2:30][N:29]([CH3:32])[C@H:28]1[CH2:33][OH:34], predict the reactants needed to synthesize it. The reactants are: [Cl:1][C:2]1[C:7]([C:8]([F:11])([F:10])[F:9])=[CH:6][CH:5]=[CH:4][C:3]=1[C:12]1[O:13][C:14]2[C:19]([C:20](=[O:22])[CH:21]=1)=[C:18](OC)[CH:17]=[C:16]([O:25]C)[C:15]=2[C@@H:27]1[CH2:31][CH2:30][N:29]([CH3:32])[C@H:28]1[CH2:33][OH:34].Cl.N1C=CC=CC=1.C([O-])([O-])=[O:43].[Na+].[Na+]. (5) The reactants are: [OH:1][C:2]1[CH:3]=[C:4]([C:8](=[O:10])[CH3:9])[CH:5]=[CH:6][CH:7]=1.[C:11]1([CH3:19])[CH:16]=[CH:15][CH:14]=[CH:13][C:12]=1[Mg]Cl. Given the product [OH:10][C:8]([C:4]1[CH:3]=[C:2]([OH:1])[CH:7]=[CH:6][CH:5]=1)([C:12]1[CH:13]=[CH:14][CH:15]=[CH:16][C:11]=1[CH3:19])[CH3:9], predict the reactants needed to synthesize it. (6) Given the product [CH3:31][O:30][C:27]1[CH:28]=[C:29]2[C:24](=[CH:25][C:26]=1[O:32][CH3:33])[N:23]=[CH:22][N:21]=[C:20]2[N:4]1[CH2:5][CH2:6][NH:1][CH:2]([C:7]2[CH:12]=[CH:11][C:10]([N:13]3[CH2:14][CH2:15][O:16][CH2:17][CH2:18]3)=[CH:9][CH:8]=2)[CH2:3]1, predict the reactants needed to synthesize it. The reactants are: [NH:1]1[CH2:6][CH2:5][NH:4][CH2:3][CH:2]1[C:7]1[CH:12]=[CH:11][C:10]([N:13]2[CH2:18][CH2:17][O:16][CH2:15][CH2:14]2)=[CH:9][CH:8]=1.Cl[C:20]1[C:29]2[C:24](=[CH:25][C:26]([O:32][CH3:33])=[C:27]([O:30][CH3:31])[CH:28]=2)[N:23]=[CH:22][N:21]=1. (7) Given the product [Br:1][C:2]1[CH:15]=[CH:14][C:13]2[C:4](=[C:5]([C:37]3[CH:46]=[CH:45][C:44]4[C:39](=[CH:40][CH:41]=[CH:42][CH:43]=4)[CH:38]=3)[C:6]3[CH:7]=[C:8]4[C:33]([CH3:35])([CH3:34])[C:32]5[C:27](=[CH:28][CH:29]=[CH:30][CH:31]=5)[C:9]4=[CH:10][C:11]=3[C:12]=2[C:17]2[CH:26]=[CH:25][C:24]3[C:19](=[CH:20][CH:21]=[CH:22][CH:23]=3)[CH:18]=2)[CH:3]=1, predict the reactants needed to synthesize it. The reactants are: [Br:1][C:2]1[CH:15]=[CH:14][C:13]2[C:12]([C:17]3[CH:26]=[CH:25][C:24]4[C:19](=[CH:20][CH:21]=[CH:22][CH:23]=4)[CH:18]=3)(O)[C:11]3[CH:10]=[C:9]4[C:27]5[C:32]([C:33]([CH3:35])([CH3:34])[C:8]4=[CH:7][C:6]=3[C:5]([C:37]3[CH:46]=[CH:45][C:44]4[C:39](=[CH:40][CH:41]=[CH:42][CH:43]=4)[CH:38]=3)(O)[C:4]=2[CH:3]=1)=[CH:31][CH:30]=[CH:29][CH:28]=5.[I-].[K+].[PH2]([O-])=O.[Na+]. (8) Given the product [CH3:29][C@H:26]1[CH2:27][CH2:28][C@H:23]([C:21]([N:17]([CH:18]([CH3:20])[CH3:19])[C:10]2[CH:9]=[C:8]([C:5]3[CH:4]=[CH:3][C:2]([NH:1][C:55]([C:52]4[CH:51]=[C:50]([CH3:49])[O:54][N:53]=4)=[O:56])=[CH:7][CH:6]=3)[S:12][C:11]=2[C:13]([O:15][CH3:16])=[O:14])=[O:22])[CH2:24][CH2:25]1, predict the reactants needed to synthesize it. The reactants are: [NH2:1][C:2]1[CH:7]=[CH:6][C:5]([C:8]2[S:12][C:11]([C:13]([O:15][CH3:16])=[O:14])=[C:10]([N:17]([C:21]([C@H:23]3[CH2:28][CH2:27][C@H:26]([CH3:29])[CH2:25][CH2:24]3)=[O:22])[CH:18]([CH3:20])[CH3:19])[CH:9]=2)=[CH:4][CH:3]=1.C1(P(C2C=CC=CC=2)C2C=CC=CC=2)C=CC=CC=1.[CH3:49][C:50]1[O:54][N:53]=[C:52]([C:55](Cl)=[O:56])[CH:51]=1.